From a dataset of Reaction yield outcomes from USPTO patents with 853,638 reactions. Predict the reaction yield, written as a fraction of the theoretical maximum amount of product (1.0 means a 100% yield; for example, 0.34 means a 34% yield). (1) The product is [F:3][C:4]1[CH:13]=[CH:12][C:11]2[O:10][C:8]3[CH2:15][CH2:16][C:17](=[O:19])[CH2:18][C:7]=3[C:6]=2[CH:5]=1. The reactants are [OH-].[Na+].[F:3][C:4]1[CH:5]=[C:6]2[C:11](=[CH:12][CH:13]=1)[O:10]C(=O)[C@@:8]1([N+]([O-])=O)[CH2:15][CH:16]=[C:17]([O:19]C)[CH2:18][C@@H:7]21.OS(O)(=O)=O. The yield is 0.190. The catalyst is CCCCCCCCCCCCCCCC[N+](C)(C)C.[Br-].O. (2) The reactants are [CH3:1][O:2][CH2:3][O:4][C:5]1[CH:10]=[CH:9][CH:8]=[C:7]([CH:11]=[CH:12][CH3:13])[CH:6]=1.C([O-])(O)=O.[Na+].[H][H]. The catalyst is [Pd].CCOC(C)=O.CCO. The product is [CH3:1][O:2][CH2:3][O:4][C:5]1[CH:10]=[CH:9][CH:8]=[C:7]([CH2:11][CH2:12][CH3:13])[CH:6]=1. The yield is 1.00. (3) The reactants are Br[C:2]1[C:12]([N+:13]([O-:15])=[O:14])=[CH:11][CH:10]=[CH:9][C:3]=1[C:4]([O:6][CH2:7]C)=[O:5].[C:16]([O:20][C:21]([N:23]1[CH2:28][CH2:27][NH:26][CH2:25][CH2:24]1)=[O:22])([CH3:19])([CH3:18])[CH3:17].C([O-])([O-])=O.[Na+].[Na+]. The catalyst is C(O)CCC. The product is [C:16]([O:20][C:21]([N:23]1[CH2:28][CH2:27][N:26]([C:2]2[C:12]([N+:13]([O-:15])=[O:14])=[CH:11][CH:10]=[CH:9][C:3]=2[C:4]([O:6][CH3:7])=[O:5])[CH2:25][CH2:24]1)=[O:22])([CH3:19])([CH3:17])[CH3:18]. The yield is 0.720. (4) The reactants are Br[C:2]1[O:6][CH:5]=[C:4]([C:7]([O:9][CH2:10][CH3:11])=[O:8])[CH:3]=1.[CH3:12][C:13]1[C:14](B2OC(C)(C)C(C)(C)O2)=[CH:15][C:16]([NH:19][C:20](=[O:22])[CH3:21])=[N:17][CH:18]=1.C([O-])([O-])=O.[K+].[K+]. The catalyst is O.C1(C)C=CC=CC=1.C1C=CC(P(C2C=CC=CC=2)[C-]2C=CC=C2)=CC=1.C1C=CC(P(C2C=CC=CC=2)[C-]2C=CC=C2)=CC=1.Cl[Pd]Cl.[Fe+2]. The product is [C:20]([NH:19][C:16]1[CH:15]=[C:14]([C:2]2[O:6][CH:5]=[C:4]([C:7]([O:9][CH2:10][CH3:11])=[O:8])[CH:3]=2)[C:13]([CH3:12])=[CH:18][N:17]=1)(=[O:22])[CH3:21]. The yield is 0.670.